Task: Regression. Given two drug SMILES strings and cell line genomic features, predict the synergy score measuring deviation from expected non-interaction effect.. Dataset: NCI-60 drug combinations with 297,098 pairs across 59 cell lines (1) Drug 1: CC12CCC3C(C1CCC2=O)CC(=C)C4=CC(=O)C=CC34C. Drug 2: CC1=CC2C(CCC3(C2CCC3(C(=O)C)OC(=O)C)C)C4(C1=CC(=O)CC4)C. Cell line: SK-MEL-28. Synergy scores: CSS=20.0, Synergy_ZIP=4.90, Synergy_Bliss=-0.0605, Synergy_Loewe=-28.3, Synergy_HSA=-3.33. (2) Drug 1: CC1=CC2C(CCC3(C2CCC3(C(=O)C)OC(=O)C)C)C4(C1=CC(=O)CC4)C. Drug 2: CC1CCC2CC(C(=CC=CC=CC(CC(C(=O)C(C(C(=CC(C(=O)CC(OC(=O)C3CCCCN3C(=O)C(=O)C1(O2)O)C(C)CC4CCC(C(C4)OC)O)C)C)O)OC)C)C)C)OC. Cell line: SR. Synergy scores: CSS=35.8, Synergy_ZIP=0.185, Synergy_Bliss=-4.68, Synergy_Loewe=-34.6, Synergy_HSA=-4.82. (3) Drug 1: C1=CC(=CC=C1CCCC(=O)O)N(CCCl)CCCl. Drug 2: CC1C(C(=O)NC(C(=O)N2CCCC2C(=O)N(CC(=O)N(C(C(=O)O1)C(C)C)C)C)C(C)C)NC(=O)C3=C4C(=C(C=C3)C)OC5=C(C(=O)C(=C(C5=N4)C(=O)NC6C(OC(=O)C(N(C(=O)CN(C(=O)C7CCCN7C(=O)C(NC6=O)C(C)C)C)C)C(C)C)C)N)C. Cell line: MCF7. Synergy scores: CSS=24.5, Synergy_ZIP=-1.83, Synergy_Bliss=6.01, Synergy_Loewe=5.68, Synergy_HSA=5.68. (4) Drug 1: CC1=C(C=C(C=C1)NC(=O)C2=CC=C(C=C2)CN3CCN(CC3)C)NC4=NC=CC(=N4)C5=CN=CC=C5. Drug 2: CC1=C(N=C(N=C1N)C(CC(=O)N)NCC(C(=O)N)N)C(=O)NC(C(C2=CN=CN2)OC3C(C(C(C(O3)CO)O)O)OC4C(C(C(C(O4)CO)O)OC(=O)N)O)C(=O)NC(C)C(C(C)C(=O)NC(C(C)O)C(=O)NCCC5=NC(=CS5)C6=NC(=CS6)C(=O)NCCC[S+](C)C)O. Cell line: NCI/ADR-RES. Synergy scores: CSS=26.4, Synergy_ZIP=0.294, Synergy_Bliss=-2.08, Synergy_Loewe=-29.5, Synergy_HSA=-5.20. (5) Drug 2: CC12CCC3C(C1CCC2O)C(CC4=C3C=CC(=C4)O)CCCCCCCCCS(=O)CCCC(C(F)(F)F)(F)F. Drug 1: CC1=C(C=C(C=C1)NC2=NC=CC(=N2)N(C)C3=CC4=NN(C(=C4C=C3)C)C)S(=O)(=O)N.Cl. Cell line: KM12. Synergy scores: CSS=4.30, Synergy_ZIP=-3.03, Synergy_Bliss=-3.74, Synergy_Loewe=-0.652, Synergy_HSA=-1.59.